Dataset: NCI-60 drug combinations with 297,098 pairs across 59 cell lines. Task: Regression. Given two drug SMILES strings and cell line genomic features, predict the synergy score measuring deviation from expected non-interaction effect. Drug 1: CC1C(C(CC(O1)OC2CC(OC(C2O)C)OC3=CC4=CC5=C(C(=O)C(C(C5)C(C(=O)C(C(C)O)O)OC)OC6CC(C(C(O6)C)O)OC7CC(C(C(O7)C)O)OC8CC(C(C(O8)C)O)(C)O)C(=C4C(=C3C)O)O)O)O. Drug 2: C(=O)(N)NO. Cell line: NCIH23. Synergy scores: CSS=62.7, Synergy_ZIP=-0.324, Synergy_Bliss=-2.75, Synergy_Loewe=-48.2, Synergy_HSA=-3.49.